Dataset: Full USPTO retrosynthesis dataset with 1.9M reactions from patents (1976-2016). Task: Predict the reactants needed to synthesize the given product. (1) Given the product [Br:1][C:2]1[CH:3]=[C:4]([C:8]([F:35])([F:34])[C@H:9]([OH:33])/[CH:10]=[CH:11]/[C@H:12]2[CH2:17][CH2:16][O:15][C:14](=[O:18])[N:13]2[CH2:19][CH2:20][CH2:21][C:22]2[S:26][C:25]([C:27]([O:29][CH:30]([CH3:31])[CH3:32])=[O:28])=[CH:24][CH:23]=2)[CH:5]=[CH:6][CH:7]=1, predict the reactants needed to synthesize it. The reactants are: [Br:1][C:2]1[CH:3]=[C:4]([C:8]([F:35])([F:34])[C:9](=[O:33])/[CH:10]=[CH:11]/[C@H:12]2[CH2:17][CH2:16][O:15][C:14](=[O:18])[N:13]2[CH2:19][CH2:20][CH2:21][C:22]2[S:26][C:25]([C:27]([O:29][CH:30]([CH3:32])[CH3:31])=[O:28])=[CH:24][CH:23]=2)[CH:5]=[CH:6][CH:7]=1.C(O)=O.C(N(CC)CC)C. (2) Given the product [CH2:1]([C:3]1([N:9]2[CH2:18][C:17]3=[CH:19][NH:20][C:15]4[C:16]3=[C:11]([CH:12]=[CH:13][N:14]=4)[C:10]2=[O:21])[CH2:8][CH2:7][N:6]([C:22](=[O:25])[CH2:23][CH3:24])[CH2:5][CH2:4]1)[CH3:2], predict the reactants needed to synthesize it. The reactants are: [CH2:1]([C:3]1([N:9]2[CH2:18][C:17]3=[CH:19][NH:20][C:15]4[C:16]3=[C:11]([CH:12]=[CH:13][N:14]=4)[C:10]2=[O:21])[CH2:8][CH2:7][NH:6][CH2:5][CH2:4]1)[CH3:2].[C:22](O)(=[O:25])[CH2:23][CH3:24].CN(C(ON1N=NC2C=CC=NC1=2)=[N+](C)C)C.F[P-](F)(F)(F)(F)F.